Dataset: Full USPTO retrosynthesis dataset with 1.9M reactions from patents (1976-2016). Task: Predict the reactants needed to synthesize the given product. (1) Given the product [F:1][C:2]([F:29])([F:28])[C:3]1[CH:4]=[C:5]([C@@H:13]2[O:17][C:16](=[O:18])[N:15]([CH2:19][C:20]3[C:25]([NH:36][CH:30]4[CH2:35][CH2:34][CH2:33][CH2:32][CH2:31]4)=[N:24][CH:23]=[CH:22][N:21]=3)[C@H:14]2[CH3:27])[CH:6]=[C:7]([C:9]([F:12])([F:11])[F:10])[CH:8]=1, predict the reactants needed to synthesize it. The reactants are: [F:1][C:2]([F:29])([F:28])[C:3]1[CH:4]=[C:5]([C@@H:13]2[O:17][C:16](=[O:18])[N:15]([CH2:19][C:20]3[C:25](Cl)=[N:24][CH:23]=[CH:22][N:21]=3)[C@H:14]2[CH3:27])[CH:6]=[C:7]([C:9]([F:12])([F:11])[F:10])[CH:8]=1.[CH:30]1([NH2:36])[CH2:35][CH2:34][CH2:33][CH2:32][CH2:31]1. (2) The reactants are: [Cl:1][C:2]1[CH:17]=[CH:16][C:5]([O:6][C@H:7]([CH3:15])[CH2:8][CH2:9][O:10]S(C)(=O)=O)=[C:4]([O:18][C:19]2[CH:24]=[CH:23][CH:22]=[CH:21][CH:20]=2)[CH:3]=1.C[O:26][C:27](=[O:36])[CH2:28][C:29]1[CH:34]=[CH:33][C:32](O)=[CH:31][CH:30]=1. Given the product [Cl:1][C:2]1[CH:17]=[CH:16][C:5]([O:6][C@H:7]([CH3:15])[CH2:8][CH2:9][O:10][C:32]2[CH:33]=[CH:34][C:29]([CH2:28][C:27]([OH:36])=[O:26])=[CH:30][CH:31]=2)=[C:4]([O:18][C:19]2[CH:24]=[CH:23][CH:22]=[CH:21][CH:20]=2)[CH:3]=1, predict the reactants needed to synthesize it.